Dataset: Catalyst prediction with 721,799 reactions and 888 catalyst types from USPTO. Task: Predict which catalyst facilitates the given reaction. (1) The catalyst class is: 3. Product: [CH3:1][O:2][C:3](=[O:15])[C:4]1[CH:9]=[C:8]([N+:10]([O-:12])=[O:11])[CH:7]=[C:6]([CH2:13][O:14][CH3:18])[CH:5]=1. Reactant: [CH3:1][O:2][C:3](=[O:15])[C:4]1[CH:9]=[C:8]([N+:10]([O-:12])=[O:11])[CH:7]=[C:6]([CH2:13][OH:14])[CH:5]=1.[H-].[Na+].[CH3:18]I. (2) Reactant: Br[C:2]1[CH:7]=[C:6]([C:8]([O:10]C)=O)[C:5]([O:12][CH2:13][CH3:14])=[CH:4][C:3]=1[C:15]1[CH:20]=[CH:19][C:18]([F:21])=[CH:17][C:16]=1[F:22].[CH:23]1(B(O)O)[CH2:25][CH2:24]1.C1(P(C2CCCCC2)C2C=CC=CC=2C2C(OC)=CC=CC=2OC)CCCCC1.C(=O)([O-])[O-].[Na+].[Na+]. Product: [CH:23]1([C:2]2[CH:7]=[C:6]([CH2:8][OH:10])[C:5]([O:12][CH2:13][CH3:14])=[CH:4][C:3]=2[C:15]2[CH:20]=[CH:19][C:18]([F:21])=[CH:17][C:16]=2[F:22])[CH2:25][CH2:24]1. The catalyst class is: 187. (3) Reactant: [NH:1]1[CH2:6][CH2:5][CH:4]([NH:7][C:8](=[O:14])[O:9][C:10]([CH3:13])([CH3:12])[CH3:11])[CH2:3][CH2:2]1.C(=O)(O)[O-].[Na+].[C:20](Cl)(=[O:31])[O:21][CH2:22][C:23]1[CH:28]=[C:27]([Cl:29])[CH:26]=[C:25]([Cl:30])[CH:24]=1. Product: [C:10]([O:9][C:8]([NH:7][CH:4]1[CH2:3][CH2:2][N:1]([C:20]([O:21][CH2:22][C:23]2[CH:24]=[C:25]([Cl:30])[CH:26]=[C:27]([Cl:29])[CH:28]=2)=[O:31])[CH2:6][CH2:5]1)=[O:14])([CH3:11])([CH3:13])[CH3:12]. The catalyst class is: 2. (4) Reactant: [CH3:1][C:2]1[CH:3]=[C:4]([CH2:12][OH:13])[CH:5]=[C:6]([CH3:11])[C:7]=1[N+:8]([O-:10])=[O:9]. Product: [CH3:1][C:2]1[CH:3]=[C:4]([CH:5]=[C:6]([CH3:11])[C:7]=1[N+:8]([O-:10])=[O:9])[CH:12]=[O:13]. The catalyst class is: 327. (5) Reactant: [Cl-].[Ca+2].[Cl-].[OH-].[Ca+2].[OH-].Br[CH2:8][CH:9]([OH:15])[CH2:10][C:11]([O:13]C)=[O:12].[C-:16]#[N:17].[Na+].Cl. Product: [C:16]([CH2:8][CH:9]([OH:15])[CH2:10][C:11]([OH:13])=[O:12])#[N:17]. The catalyst class is: 69. (6) Reactant: [CH3:1][N:2]([CH3:33])[CH2:3][CH2:4][N:5]1[C:29](=[O:30])[N:8]2[CH:9]([C:22]3[CH:27]=[CH:26][CH:25]=[C:24]([OH:28])[CH:23]=3)[C:10]3[NH:11][C:12]4[C:17]([C:18]=3[CH2:19][C:7]2([CH3:31])[C:6]1=[O:32])=[CH:16][C:15]([O:20]C)=[CH:14][CH:13]=4.C(=O)(O)[O-].[Na+]. Product: [NH3:2].[CH3:33][N:2]([CH3:1])[CH2:3][CH2:4][N:5]1[C:29](=[O:30])[N:8]2[CH:9]([C:22]3[CH:27]=[CH:26][CH:25]=[C:24]([OH:28])[CH:23]=3)[C:10]3[NH:11][C:12]4[C:17]([C:18]=3[CH2:19][C:7]2([CH3:31])[C:6]1=[O:32])=[CH:16][C:15]([OH:20])=[CH:14][CH:13]=4. The catalyst class is: 4. (7) Reactant: Cl.[Br:2][C:3]1[CH:8]=[CH:7][C:6]([N:9]2[C:13]([CH2:14][C@@H:15]3[CH2:19][CH2:18][NH:17][CH2:16]3)=[N:12][NH:11][C:10]2=[O:20])=[C:5]([F:21])[CH:4]=1.C(N(CC)C(C)C)(C)C.[C:31](Cl)(=[O:34])[CH2:32][CH3:33]. Product: [Br:2][C:3]1[CH:8]=[CH:7][C:6]([N:9]2[C:13]([CH2:14][C@@H:15]3[CH2:19][CH2:18][N:17]([C:31](=[O:34])[CH2:32][CH3:33])[CH2:16]3)=[N:12][NH:11][C:10]2=[O:20])=[C:5]([F:21])[CH:4]=1. The catalyst class is: 4. (8) Reactant: [N+:1]([C:4]1[CH:15]=[CH:14][C:7]2[NH:8][C:9](=O)[CH2:10][CH2:11][CH2:12][C:6]=2[CH:5]=1)([O-:3])=[O:2].B.C1COCC1. Product: [N+:1]([C:4]1[CH:15]=[CH:14][C:7]2[NH:8][CH2:9][CH2:10][CH2:11][CH2:12][C:6]=2[CH:5]=1)([O-:3])=[O:2]. The catalyst class is: 1. (9) Reactant: C1(C)C=CC(S(O[CH2:11][CH2:12][CH2:13][CH2:14][CH2:15][CH:16]=[CH:17][CH2:18][CH:19]=[CH:20][CH2:21][CH:22]=[CH:23][CH2:24][CH:25]=[CH:26][CH2:27][CH2:28][CH2:29][C:30]([O:32][CH3:33])=[O:31])(=O)=O)=CC=1.[F-:35].C([N+](CCCC)(CCCC)CCCC)CCC. Product: [F:35][CH2:11][CH2:12][CH2:13][CH2:14][CH2:15]/[CH:16]=[CH:17]\[CH2:18]/[CH:19]=[CH:20]\[CH2:21]/[CH:22]=[CH:23]\[CH2:24]/[CH:25]=[CH:26]\[CH2:27][CH2:28][CH2:29][C:30]([O:32][CH3:33])=[O:31]. The catalyst class is: 76. (10) Reactant: [C:1]([O:5][C:6]([NH:8][C@H:9]1[CH2:13][C:12]([C:18]([OH:21])([CH3:20])[CH3:19])([C:14]([O:16][CH3:17])=[O:15])[CH:11]=[CH:10]1)=[O:7])([CH3:4])([CH3:3])[CH3:2]. Product: [C:1]([O:5][C:6]([NH:8][C@H:9]1[CH2:13][C@@:12]([C:18]([OH:21])([CH3:20])[CH3:19])([C:14]([O:16][CH3:17])=[O:15])[CH:11]=[CH:10]1)=[O:7])([CH3:4])([CH3:2])[CH3:3]. The catalyst class is: 8.